Predict the product of the given reaction. From a dataset of Forward reaction prediction with 1.9M reactions from USPTO patents (1976-2016). Given the reactants [NH2:1][C:2]1[CH:10]=[CH:9][C:8]([Br:11])=[CH:7][C:3]=1[C:4](O)=[O:5].[NH2:12][C:13](N)=[O:14], predict the reaction product. The product is: [Br:11][C:8]1[CH:7]=[C:3]2[C:2](=[CH:10][CH:9]=1)[NH:1][C:13](=[O:14])[NH:12][C:4]2=[O:5].